Dataset: Forward reaction prediction with 1.9M reactions from USPTO patents (1976-2016). Task: Predict the product of the given reaction. (1) Given the reactants BrCC(C1C=NN(CC2C=CC(OC)=CC=2)C=1COC)=O.Br[CH2:23][C:24]([C:26]1[C:27]([CH2:40][O:41][CH3:42])=[N:28][N:29]([CH2:31][C:32]2[CH:37]=[CH:36][C:35]([O:38][CH3:39])=[CH:34][CH:33]=2)[CH:30]=1)=O.[NH2:43][C:44]([NH2:46])=[S:45], predict the reaction product. The product is: [CH3:39][O:38][C:35]1[CH:36]=[CH:37][C:32]([CH2:31][N:29]2[CH:30]=[C:26]([C:24]3[N:43]=[C:44]([NH2:46])[S:45][CH:23]=3)[C:27]([CH2:40][O:41][CH3:42])=[N:28]2)=[CH:33][CH:34]=1. (2) Given the reactants [CH3:1][C:2]1[N:7]=[C:6]([N:8]2[CH2:13][CH2:12][CH:11]([C:14]([OH:18])([C:16]#[CH:17])[CH3:15])[CH2:10][CH2:9]2)[C:5]([N+:19]([O-:21])=[O:20])=[CH:4][CH:3]=1.Br[C:23]1[CH:28]=[CH:27][CH:26]=[C:25]([CH3:29])[N:24]=1, predict the reaction product. The product is: [CH3:1][C:2]1[N:7]=[C:6]([N:8]2[CH2:13][CH2:12][CH:11]([C:14]([OH:18])([C:16]#[C:17][C:23]3[CH:28]=[CH:27][CH:26]=[C:25]([CH3:29])[N:24]=3)[CH3:15])[CH2:10][CH2:9]2)[C:5]([N+:19]([O-:21])=[O:20])=[CH:4][CH:3]=1.